Dataset: Catalyst prediction with 721,799 reactions and 888 catalyst types from USPTO. Task: Predict which catalyst facilitates the given reaction. (1) Reactant: [CH3:1][N:2]1[C:6]2=[N:7][CH:8]=[CH:9][CH:10]=[C:5]2[CH:4]=[C:3]1[C:11]1[CH:16]=[CH:15][CH:14]=[CH:13][CH:12]=1.FC(F)(F)[C:19]([O:21]C(=O)C(F)(F)F)=[O:20].O. Product: [CH3:1][N:2]1[C:6]2=[N:7][CH:8]=[CH:9][CH:10]=[C:5]2[C:4]([C:19]([OH:21])=[O:20])=[C:3]1[C:11]1[CH:16]=[CH:15][CH:14]=[CH:13][CH:12]=1. The catalyst class is: 9. (2) Reactant: C(N(CC)CC)C.Cl.Cl.[NH2:10][C:11]1([C:16]([N:18]2[CH2:23][CH2:22][N:21]([CH3:24])[CH2:20][CH2:19]2)=[O:17])[CH2:15][CH2:14][CH2:13][CH2:12]1.[Cl:25][C:26]1[C:35]2[C:30](=[CH:31][CH:32]=[C:33]([S:36](Cl)(=[O:38])=[O:37])[CH:34]=2)[C:29]([Cl:40])=[CH:28][N:27]=1. Product: [Cl:25][C:26]1[C:35]2[C:30](=[CH:31][CH:32]=[C:33]([S:36]([NH:10][C:11]3([C:16]([N:18]4[CH2:23][CH2:22][N:21]([CH3:24])[CH2:20][CH2:19]4)=[O:17])[CH2:15][CH2:14][CH2:13][CH2:12]3)(=[O:38])=[O:37])[CH:34]=2)[C:29]([Cl:40])=[CH:28][N:27]=1. The catalyst class is: 2. (3) Reactant: [Br:1][C:2]1[C:10]([C:11]2[CH:12]=[CH:13][C:14]([NH2:17])=[N:15][CH:16]=2)=[CH:9][C:5]2[O:6][CH2:7][CH2:8][C:4]=2[CH:3]=1.[F:18][C:19]1[CH:27]=[CH:26][CH:25]=[CH:24][C:20]=1[C:21](Cl)=[O:22].CCN(C(C)C)C(C)C.C([O-])(O)=O.[Na+].C(Cl)Cl. Product: [Br:1][C:2]1[C:10]([C:11]2[CH:12]=[CH:13][C:14]([NH:17][C:21]([C:20]3[CH:24]=[CH:25][CH:26]=[CH:27][C:19]=3[F:18])=[O:22])=[N:15][CH:16]=2)=[CH:9][C:5]2[O:6][CH2:7][CH2:8][C:4]=2[CH:3]=1. The catalyst class is: 2. (4) Reactant: [BH4-].[Na+].[F:3][C:4]([F:35])([F:34])[C:5]1[CH:6]=[C:7]([C@H:15]([O:17][C@@H:18]2[C@@H:23]([C:24]3[CH:29]=[CH:28][C:27]([F:30])=[C:26]([F:31])[CH:25]=3)[C@H:22]([CH:32]=[O:33])[CH2:21][CH2:20][O:19]2)[CH3:16])[CH:8]=[C:9]([C:11]([F:14])([F:13])[F:12])[CH:10]=1. Product: [F:35][C:4]([F:3])([F:34])[C:5]1[CH:6]=[C:7]([C@H:15]([O:17][C@@H:18]2[C@@H:23]([C:24]3[CH:29]=[CH:28][C:27]([F:30])=[C:26]([F:31])[CH:25]=3)[C@H:22]([CH2:32][OH:33])[CH2:21][CH2:20][O:19]2)[CH3:16])[CH:8]=[C:9]([C:11]([F:12])([F:13])[F:14])[CH:10]=1. The catalyst class is: 5. (5) Reactant: [N+:1]([C:4]1[CH:9]=[CH:8][C:7]([CH2:10][C:11]2([N+:16]([O-])=O)[CH2:15][CH2:14][CH2:13][CH2:12]2)=[CH:6][CH:5]=1)([O-])=O. Product: [NH2:16][C:11]1([CH2:10][C:7]2[CH:8]=[CH:9][C:4]([NH2:1])=[CH:5][CH:6]=2)[CH2:12][CH2:13][CH2:14][CH2:15]1. The catalyst class is: 94. (6) Reactant: [NH2:1][C:2]1[N:6]([C:7]2[CH:12]=[CH:11][C:10]([F:13])=[CH:9][CH:8]=2)[N:5]=[C:4]([CH2:14][CH3:15])[C:3]=1[C:16]([O:18]CC)=[O:17].[OH-].[Na+].CC(O)=O.C(OCC)(=O)C. Product: [NH2:1][C:2]1[N:6]([C:7]2[CH:8]=[CH:9][C:10]([F:13])=[CH:11][CH:12]=2)[N:5]=[C:4]([CH2:14][CH3:15])[C:3]=1[C:16]([OH:18])=[O:17]. The catalyst class is: 40. (7) Reactant: [C:1]([O:5][C:6](=[O:26])[NH:7][CH2:8][C:9](=O)[NH:10][C:11]1[CH:16]=[CH:15][C:14]([F:17])=[CH:13][C:12]=1[NH:18][C:19]1[CH:24]=[CH:23][CH:22]=[CH:21][CH:20]=1)([CH3:4])([CH3:3])[CH3:2]. Product: [C:1]([O:5][C:6](=[O:26])[NH:7][CH2:8][C:9]1[N:18]([C:19]2[CH:24]=[CH:23][CH:22]=[CH:21][CH:20]=2)[C:12]2[CH:13]=[C:14]([F:17])[CH:15]=[CH:16][C:11]=2[N:10]=1)([CH3:4])([CH3:3])[CH3:2]. The catalyst class is: 52. (8) Reactant: [Cl:1][C:2]1[C:3](Cl)=[N:4][CH:5]=[C:6]([CH:11]=1)[C:7]([O:9][CH3:10])=[O:8].[F:13][C:14]([F:19])([F:18])[CH:15]([OH:17])[CH3:16].C[Si]([N-][Si](C)(C)C)(C)C.[Na+]. Product: [Cl:1][C:2]1[C:3]([O:17][CH:15]([CH3:16])[C:14]([F:19])([F:18])[F:13])=[N:4][CH:5]=[C:6]([CH:11]=1)[C:7]([O:9][CH3:10])=[O:8]. The catalyst class is: 1. (9) Reactant: CCN(C(C)C)C(C)C.[C:10]1([N:16]([CH2:23][C:24]2[CH:29]=[CH:28][C:27]([C:30]3[C:31]([C:36](O)=[O:37])=[CH:32][CH:33]=[CH:34][CH:35]=3)=[CH:26][CH:25]=2)[C:17](=[O:22])[CH2:18][CH2:19][CH2:20][CH3:21])[CH:15]=[CH:14][CH:13]=[CH:12][CH:11]=1.[CH3:39][N:40]1[CH2:45][CH2:44][NH:43][CH2:42][CH2:41]1.CN(C(ON1N=NC2C=CC=NC1=2)=[N+](C)C)C.F[P-](F)(F)(F)(F)F.C(Cl)(=O)CCCC. Product: [CH3:39][N:40]1[CH2:45][CH2:44][N:43]([C:36]([C:31]2[CH:32]=[CH:33][CH:34]=[CH:35][C:30]=2[C:27]2[CH:28]=[CH:29][C:24]([CH2:23][N:16]([C:10]3[CH:11]=[CH:12][CH:13]=[CH:14][CH:15]=3)[C:17](=[O:22])[CH2:18][CH2:19][CH2:20][CH3:21])=[CH:25][CH:26]=2)=[O:37])[CH2:42][CH2:41]1. The catalyst class is: 3. (10) Reactant: C[O:2][C:3]([C:5]1[S:6][C:7]([C:11](=[O:22])[NH:12][CH2:13][CH2:14][C:15]2[CH:20]=[CH:19][CH:18]=[C:17]([OH:21])[CH:16]=2)=[CH:8][C:9]=1[CH3:10])=[O:4].O[Li].O. Product: [OH:21][C:17]1[CH:16]=[C:15]([CH2:14][CH2:13][NH:12][C:11]([C:7]2[S:6][C:5]([C:3]([OH:4])=[O:2])=[C:9]([CH3:10])[CH:8]=2)=[O:22])[CH:20]=[CH:19][CH:18]=1. The catalyst class is: 20.